Dataset: Full USPTO retrosynthesis dataset with 1.9M reactions from patents (1976-2016). Task: Predict the reactants needed to synthesize the given product. (1) Given the product [CH3:28][N:4]1[C:3]([CH2:2][NH:35][CH2:34][CH:31]2[CH2:32][CH2:33][O:29][CH2:30]2)=[N:11][C:10]2[C:5]1=[N:6][C:7]([N:18]1[C:22]3[CH:23]=[CH:24][CH:25]=[CH:26][C:21]=3[N:20]=[C:19]1[CH3:27])=[N:8][C:9]=2[N:12]1[CH2:17][CH2:16][O:15][CH2:14][CH2:13]1, predict the reactants needed to synthesize it. The reactants are: Br[CH2:2][C:3]1[N:4]([CH3:28])[C:5]2[C:10]([N:11]=1)=[C:9]([N:12]1[CH2:17][CH2:16][O:15][CH2:14][CH2:13]1)[N:8]=[C:7]([N:18]1[C:22]3[CH:23]=[CH:24][CH:25]=[CH:26][C:21]=3[N:20]=[C:19]1[CH3:27])[N:6]=2.[O:29]1[CH2:33][CH2:32][CH:31]([CH2:34][NH2:35])[CH2:30]1. (2) The reactants are: [Na].Cl.[NH2:3][C:4]([NH2:6])=[NH:5].[CH3:7][O:8][CH2:9][CH2:10][CH2:11][O:12][C:13]1[CH:18]=[C:17]([CH2:19][CH2:20][C:21](OCC)=[O:22])[CH:16]=[CH:15][C:14]=1[C:26]1[CH:31]=[CH:30][C:29]([CH2:32][N:33]2[CH2:38][CH2:37][CH2:36][CH2:35][CH2:34]2)=[CH:28][CH:27]=1.[Cl:39]CCl.[Cl-].[Na+].O. Given the product [ClH:39].[NH2:5][C:4](=[NH:6])[NH:3][C:21](=[O:22])[CH2:20][CH2:19][C:17]1[CH:16]=[CH:15][C:14]([C:26]2[CH:31]=[CH:30][C:29]([CH2:32][N:33]3[CH2:38][CH2:37][CH2:36][CH2:35][CH2:34]3)=[CH:28][CH:27]=2)=[C:13]([O:12][CH2:11][CH2:10][CH2:9][O:8][CH3:7])[CH:18]=1, predict the reactants needed to synthesize it.